From a dataset of Reaction yield outcomes from USPTO patents with 853,638 reactions. Predict the reaction yield, written as a fraction of the theoretical maximum amount of product (1.0 means a 100% yield; for example, 0.34 means a 34% yield). (1) The reactants are [C:1]([Br:4])(=O)[CH3:2].[N+](C1C=[C:12]([CH2:14][C:15]([F:18])([F:17])[F:16])[N+:11]([O-:19])=[C:10]([CH2:20][C:21]([F:24])([F:23])[F:22])[CH:9]=1)([O-])=O.[OH-].[Na+]. The catalyst is CC(O)=O. The product is [Br:4][C:1]1[CH:9]=[C:10]([CH2:20][C:21]([F:22])([F:23])[F:24])[N+:11]([O-:19])=[C:12]([CH2:14][C:15]([F:16])([F:17])[F:18])[CH:2]=1. The yield is 0.720. (2) The reactants are [C:1]([C@H:5]1[CH2:10][CH2:9][C@H:8]([NH:11][C:12]2[N:13]=[CH:14][C:15]3[C:20]([CH:21]=2)=[CH:19][C:18]([C:22](O)=[O:23])=[CH:17][CH:16]=3)[CH2:7][CH2:6]1)([CH3:4])([CH3:3])[CH3:2].Cl.[NH2:26][C:27]12[CH2:34][CH2:33][C:30]([C:35]([O:37][CH3:38])=[O:36])([CH2:31][CH2:32]1)[CH2:29][CH2:28]2.CCN(C(C)C)C(C)C.CN(C(ON1N=NC2C=CC=NC1=2)=[N+](C)C)C.F[P-](F)(F)(F)(F)F. The catalyst is C(Cl)Cl. The product is [C:1]([C@H:5]1[CH2:10][CH2:9][C@H:8]([NH:11][C:12]2[N:13]=[CH:14][C:15]3[C:20]([CH:21]=2)=[CH:19][C:18]([C:22]([NH:26][C:27]24[CH2:28][CH2:29][C:30]([C:35]([O:37][CH3:38])=[O:36])([CH2:33][CH2:34]2)[CH2:31][CH2:32]4)=[O:23])=[CH:17][CH:16]=3)[CH2:7][CH2:6]1)([CH3:4])([CH3:2])[CH3:3]. The yield is 0.610. (3) The reactants are [C:1]1(O)[CH:6]=[CH:5][C:4]([C:7]2[CH:12]=[CH:11][C:10](O)=[CH:9][CH:8]=2)=[CH:3][CH:2]=1.C([O-])([O-])=O.[K+].[K+].BrCCCCCCO.Cl. The catalyst is CC(CC)=O.O. The product is [C:4]1([C:7]2[CH:8]=[CH:9][CH:10]=[CH:11][CH:12]=2)[CH:5]=[CH:6][CH:1]=[CH:2][CH:3]=1. The yield is 0.500. (4) The reactants are [CH2:1]([O:3][C:4](=[O:12])[C:5]1[CH:10]=[CH:9][CH:8]=[C:7]([NH2:11])[CH:6]=1)[CH3:2].N1C(C)=CC=CC=1C.Cl[C:22]([O:24][CH2:25][CH:26]=[CH2:27])=[O:23]. The catalyst is C(Cl)Cl. The product is [CH2:25]([O:24][C:22]([NH:11][C:7]1[CH:6]=[C:5]([CH:10]=[CH:9][CH:8]=1)[C:4]([O:3][CH2:1][CH3:2])=[O:12])=[O:23])[CH:26]=[CH2:27]. The yield is 0.800. (5) The reactants are [F:1][C:2]1[CH:7]=[CH:6][C:5]([CH2:8][OH:9])=[CH:4][CH:3]=1.N1C=CN=C1.[C:15]([Si:19](Cl)([CH3:21])[CH3:20])([CH3:18])([CH3:17])[CH3:16]. The catalyst is CN(C=O)C. The product is [C:15]([Si:19]([O:9][CH2:8][C:5]1[CH:6]=[CH:7][C:2]([F:1])=[CH:3][CH:4]=1)([CH3:21])[CH3:20])([CH3:18])([CH3:17])[CH3:16]. The yield is 0.990.